Dataset: Catalyst prediction with 721,799 reactions and 888 catalyst types from USPTO. Task: Predict which catalyst facilitates the given reaction. (1) Product: [F:1][C:2]1[CH:3]=[C:4]([CH:30]=[C:31]([CH2:33][CH2:34][OH:35])[CH:32]=1)[CH2:5][N:6]1[CH2:29][CH2:28][C:9]2([O:14][CH2:13][CH2:12][N:11]([C:15]([C:17]3[N:18]=[C:19]([CH:22]([CH3:27])[CH3:23])[S:20][CH:21]=3)=[O:16])[CH2:10]2)[CH2:8][CH2:7]1. Reactant: [F:1][C:2]1[CH:3]=[C:4]([CH:30]=[C:31]([CH2:33][CH2:34][OH:35])[CH:32]=1)[CH2:5][N:6]1[CH2:29][CH2:28][C:9]2([O:14][CH2:13][CH2:12][N:11]([C:15]([C:17]3[N:18]=[C:19]([C:22]4[CH:27]=CC=C[CH:23]=4)[S:20][CH:21]=3)=[O:16])[CH2:10]2)[CH2:8][CH2:7]1.N. The catalyst class is: 5. (2) Reactant: [OH:1][CH:2]1[CH2:9][CH:8]2[CH:4]([CH2:5][CH:6]([NH:10][CH2:11][C:12]([N:14]3[CH2:18][CH2:17][CH2:16][CH:15]3[C:19]#[N:20])=[O:13])[CH2:7]2)[CH2:3]1.[ClH:21]. Product: [ClH:21].[OH:1][CH:2]1[CH2:9][CH:8]2[CH:4]([CH2:5][CH:6]([NH:10][CH2:11][C:12]([N:14]3[CH2:18][CH2:17][CH2:16][CH:15]3[C:19]#[N:20])=[O:13])[CH2:7]2)[CH2:3]1. The catalyst class is: 28. (3) Reactant: [H-].[Na+].[CH2:3]([NH:5][C:6](=[O:21])[C:7]([CH2:19][OH:20])([C:13]1[CH:18]=[CH:17][CH:16]=[CH:15][CH:14]=1)[C:8]([NH:10][CH2:11][CH3:12])=[O:9])[CH3:4].Br[CH2:23][CH2:24][C:25]([O:27][CH3:28])=[O:26]. Product: [CH3:28][O:27][C:25](=[O:26])[CH2:24][CH2:23][O:20][CH2:19][C:7]([C:6](=[O:21])[NH:5][CH2:3][CH3:4])([C:8](=[O:9])[NH:10][CH2:11][CH3:12])[C:13]1[CH:14]=[CH:15][CH:16]=[CH:17][CH:18]=1. The catalyst class is: 807. (4) Reactant: [F:1][C:2]1[CH:10]=[CH:9][CH:8]=[CH:7][C:3]=1[CH2:4][CH2:5][OH:6].[Cr](Cl)([O-])(=O)=O.[NH+]1C=CC=CC=1. Product: [F:1][C:2]1[CH:10]=[CH:9][CH:8]=[CH:7][C:3]=1[CH2:4][CH:5]=[O:6]. The catalyst class is: 2.